Task: Predict the reactants needed to synthesize the given product.. Dataset: Full USPTO retrosynthesis dataset with 1.9M reactions from patents (1976-2016) (1) The reactants are: C1CCC(N=C=NC2CCCCC2)CC1.[C:16](O)(=[O:20])[CH2:17][CH2:18][CH3:19].[C:22]([O:26][C:27]([NH:29][C@H:30]([C:34]([O:36][CH2:37][CH2:38][C@@H:39]([CH2:52][OH:53])[CH2:40][N:41]1[CH:49]=[N:48][C:47]2[C:46](=[O:50])[NH:45][C:44]([NH2:51])=[N:43][C:42]1=2)=[O:35])[CH:31]([CH3:33])[CH3:32])=[O:28])([CH3:25])([CH3:24])[CH3:23]. Given the product [C:22]([O:26][C:27]([NH:29][C@H:30]([C:34]([O:36][CH2:37][CH2:38][C@@H:39]([CH2:52][O:53][C:16](=[O:20])[CH2:17][CH2:18][CH3:19])[CH2:40][N:41]1[CH:49]=[N:48][C:47]2[C:46](=[O:50])[NH:45][C:44]([NH2:51])=[N:43][C:42]1=2)=[O:35])[CH:31]([CH3:33])[CH3:32])=[O:28])([CH3:23])([CH3:24])[CH3:25], predict the reactants needed to synthesize it. (2) Given the product [CH3:1][O:2][C:3]1[CH:4]=[CH:5][C:6]([CH2:7][N:8]2[C:12]3=[N:13][CH:14]=[CH:15][C:16]([O:17][C:18]4[CH:19]=[CH:20][C:21]([O:24][C:25]5[CH:30]=[CH:29][CH:28]=[CH:27][CH:26]=5)=[CH:22][CH:23]=4)=[C:11]3[C:10]([NH:31][C@@H:32]3[CH2:36][CH2:35][N:34]([C:48](=[O:50])[CH3:49])[CH2:33]3)=[N:9]2)=[CH:37][CH:38]=1, predict the reactants needed to synthesize it. The reactants are: [CH3:1][O:2][C:3]1[CH:38]=[CH:37][C:6]([CH2:7][N:8]2[C:12]3=[N:13][CH:14]=[CH:15][C:16]([O:17][C:18]4[CH:23]=[CH:22][C:21]([O:24][C:25]5[CH:30]=[CH:29][CH:28]=[CH:27][CH:26]=5)=[CH:20][CH:19]=4)=[C:11]3[C:10]([NH:31][C@@H:32]3[CH2:36][CH2:35][NH:34][CH2:33]3)=[N:9]2)=[CH:5][CH:4]=1.CCN(C(C)C)C(C)C.[C:48](Cl)(=[O:50])[CH3:49].